From a dataset of Peptide-MHC class II binding affinity with 134,281 pairs from IEDB. Regression. Given a peptide amino acid sequence and an MHC pseudo amino acid sequence, predict their binding affinity value. This is MHC class II binding data. (1) The peptide sequence is ATPEAKYDAYVATLS. The MHC is DRB1_0802 with pseudo-sequence DRB1_0802. The binding affinity (normalized) is 0.114. (2) The peptide sequence is WGAIWRIDTPDKLTG. The MHC is HLA-DPA10201-DPB10101 with pseudo-sequence HLA-DPA10201-DPB10101. The binding affinity (normalized) is 0.192. (3) The peptide sequence is LGGLWKTVSPRLSPI. The MHC is HLA-DQA10301-DQB10302 with pseudo-sequence HLA-DQA10301-DQB10302. The binding affinity (normalized) is 0.347. (4) The peptide sequence is ESYKFIPALEAAVKQAYAAT. The MHC is HLA-DQA10101-DQB10501 with pseudo-sequence HLA-DQA10101-DQB10501. The binding affinity (normalized) is 0.230. (5) The MHC is HLA-DPA10301-DPB10402 with pseudo-sequence HLA-DPA10301-DPB10402. The binding affinity (normalized) is 0.155. The peptide sequence is VKLVDANGKLHDKKS. (6) The peptide sequence is FLGQQQPFPPQQPYPQPQ. The MHC is HLA-DQA10501-DQB10201 with pseudo-sequence HLA-DQA10501-DQB10201. The binding affinity (normalized) is 0.0298. (7) The peptide sequence is LVSKLYEVVPGILTE. The MHC is DRB1_0404 with pseudo-sequence DRB1_0404. The binding affinity (normalized) is 0.512.